This data is from Full USPTO retrosynthesis dataset with 1.9M reactions from patents (1976-2016). The task is: Predict the reactants needed to synthesize the given product. Given the product [Cl:1][C:2]1[CH:7]=[C:6]([NH:8][CH2:11][CH3:12])[CH:5]=[CH:4][N:3]=1, predict the reactants needed to synthesize it. The reactants are: [Cl:1][C:2]1[CH:7]=[C:6]([N+:8]([O-])=O)[CH:5]=[CH:4][N:3]=1.[CH2:11](O)[CH3:12].